From a dataset of Forward reaction prediction with 1.9M reactions from USPTO patents (1976-2016). Predict the product of the given reaction. Given the reactants C([O:3][C:4]([C:6]1[CH:7]([C:26]([F:29])([F:28])[F:27])[O:8][C:9]2[C:14]([CH:15]=1)=[CH:13][C:12]([Cl:16])=[CH:11][C:10]=2[C:17]#[C:18][C:19]1[CH:24]=[CH:23][CH:22]=[CH:21][C:20]=1[F:25])=[O:5])C.C1COCC1.CCO.O.O[Li].O.Cl, predict the reaction product. The product is: [Cl:16][C:12]1[CH:13]=[C:14]2[C:9](=[C:10]([C:17]#[C:18][C:19]3[CH:24]=[CH:23][CH:22]=[CH:21][C:20]=3[F:25])[CH:11]=1)[O:8][CH:7]([C:26]([F:28])([F:29])[F:27])[C:6]([C:4]([OH:5])=[O:3])=[CH:15]2.